This data is from Drug-target binding data from BindingDB using IC50 measurements. The task is: Regression. Given a target protein amino acid sequence and a drug SMILES string, predict the binding affinity score between them. We predict pIC50 (pIC50 = -log10(IC50 in M); higher means more potent). Dataset: bindingdb_ic50. (1) The small molecule is CCCCNC(=O)CCCCC#Cc1cn([C@H]2C[C@H](O)[C@@H](COP(=O)([O-])[O-])O2)c(=O)[nH]c1=O. The target protein (P9WG57) has sequence MAETAPLRVQLIAKTDFLAPPDVPWTTDADGGPALVEFAGRACYQSWSKPNPKTATNAGYLRHIIDVGHFSVLEHASVSFYITGISRSCTHELIRHRHFSYSQLSQRYVPEKDSRVVVPPGMEDDADLRHILTEAADAARATYSELLAKLEAKFADQPNAILRRKQARQAARAVLPNATETRIVVTGNYRAWRHFIAMRASEHADVEIRRLAIECLRQLAAVAPAVFADFEVTTLADGTEVATSPLATEA. The pIC50 is 5.1. (2) The small molecule is COc1cc(CC(=O)NCC(NC(=O)C(CCCNC(=O)c2cccc(I)c2)NC(=O)C(Cc2ccc(C(F)(F)P(=O)(O)O)cc2)NC(=O)c2ccc(C)c(Br)c2)C(N)=O)ccc1O. The target protein (P26045) has sequence MTSRLRALGGRINNIRTSELPKEKTRSEVICSIHFLDGVVQTFKVTKQDTGQVLLDMVHNHLGVTEKEYFGLQHDDDSVDSPRWLEASKAIRKQLKGGFPCTLHFRVRFFIPDPNTLQQEQTRHLYFLQLKMDICEGRLTCPLNSAVVLASYAVQSHFGDYNSSIHHPGYLSDSHFIPDQNEDFLTKVESLHEQHSGLKQSEAESCYINIARTLDFYGVELHSGRDLHNLDLMIGIASAGVAVYRKYICTSFYPWVNILKISFKRKKFFIHQRQKQAESREHIVAFNMLNYRSCKNLWKSCVEHHTFFQAKKLLPQEKNVLSQYWTMGSRNTKKSVNNQYCKKVIGGMVWNPAMRRSLSVEHLETKSLPSRSPPITPNWRSPRLRHEIRKPRHSSADNLANEMTYITETEDVFYTYKGSLAPQDSDSEVSQNRSPHQESLSENNPAQSYLTQKSSSSVSPSSNAPGSCSPDGVDQQLLDDFHRVTKGGSTEDASQYYCDK.... The pIC50 is 5.0.